From a dataset of Full USPTO retrosynthesis dataset with 1.9M reactions from patents (1976-2016). Predict the reactants needed to synthesize the given product. The reactants are: [C:1]([O:9][C:10]1[C:15](=[O:16])[NH:14][C:13]([C:17]2([O:25][CH2:26][CH2:27][O:28]OC(=O)C3C=CC=CC=3)[CH2:22][CH2:21][CH:20]([CH2:23][OH:24])[CH2:19][CH2:18]2)=[N:12][C:11]=1[C:38]([O:40][CH2:41][CH3:42])=[O:39])(=[O:8])C1C=CC=CC=1.C(N([CH2:48][CH3:49])CC)C.[CH3:50][S:51](Cl)(=[O:53])=[O:52].C([O:58][CH2:59][CH3:60])(=O)C. Given the product [C:1]([O:9][C:10]1[C:15](=[O:16])[NH:14][C:13]([C:17]2([O:25][CH2:26][CH2:27][O:28][C:59](=[O:58])[C:60]3[CH:49]=[CH:48][CH:15]=[CH:10][CH:11]=3)[CH2:18][CH2:19][CH:20]([CH2:23][O:24][S:51]([CH3:50])(=[O:53])=[O:52])[CH2:21][CH2:22]2)=[N:12][C:11]=1[C:38]([O:40][CH2:41][CH3:42])=[O:39])(=[O:8])[C:17]1[CH:22]=[CH:21][CH:20]=[CH:19][CH:18]=1, predict the reactants needed to synthesize it.